Task: Predict which catalyst facilitates the given reaction.. Dataset: Catalyst prediction with 721,799 reactions and 888 catalyst types from USPTO (1) Reactant: C(N(CC)CC)C.[CH2:8]1[C:12]2=[CH:13][C:14]3[CH2:15][CH2:16][CH2:17][CH2:18][C:19]=3[CH:20]=[C:11]2[CH2:10][CH:9]1[NH2:21].[CH:22](=O)[C:23]1[CH:28]=[CH:27][CH:26]=[CH:25][CH:24]=1.C(O[BH-](OC(=O)C)OC(=O)C)(=O)C.[Na+].C(O)(=O)C. Product: [CH2:22]([NH:21][CH:9]1[CH2:10][C:11]2=[CH:20][C:19]3[CH2:18][CH2:17][CH2:16][CH2:15][C:14]=3[CH:13]=[C:12]2[CH2:8]1)[C:23]1[CH:28]=[CH:27][CH:26]=[CH:25][CH:24]=1. The catalyst class is: 417. (2) Reactant: C([O:8][C:9]1[C:10]([C:24]2[CH:29]=[C:28]([O:30][CH3:31])[CH:27]=[CH:26][C:25]=2[F:32])=[N:11][CH:12]=[C:13]([CH2:15][O:16][Si:17]([C:20]([CH3:23])([CH3:22])[CH3:21])([CH3:19])[CH3:18])[CH:14]=1)C1C=CC=CC=1. Product: [Si:17]([O:16][CH2:15][C:13]1[CH:14]=[C:9]([OH:8])[C:10]([C:24]2[CH:29]=[C:28]([O:30][CH3:31])[CH:27]=[CH:26][C:25]=2[F:32])=[N:11][CH:12]=1)([C:20]([CH3:23])([CH3:22])[CH3:21])([CH3:19])[CH3:18]. The catalyst class is: 153. (3) Reactant: Cl.[NH2:2][C@H:3]([C:5]([NH:7][CH:8]([CH:13]1[CH2:15][CH2:14]1)[C:9](OC)=[O:10])=[O:6])[CH3:4]. Product: [CH:13]1([CH:8]2[NH:7][C:5](=[O:6])[CH:3]([CH3:4])[NH:2][C:9]2=[O:10])[CH2:15][CH2:14]1. The catalyst class is: 547.